The task is: Regression. Given a peptide amino acid sequence and an MHC pseudo amino acid sequence, predict their binding affinity value. This is MHC class I binding data.. This data is from Peptide-MHC class I binding affinity with 185,985 pairs from IEDB/IMGT. (1) The peptide sequence is SCMVNHSTY. The MHC is HLA-A30:02 with pseudo-sequence HLA-A30:02. The binding affinity (normalized) is 0.437. (2) The peptide sequence is AMSFDGFIR. The MHC is HLA-A03:01 with pseudo-sequence HLA-A03:01. The binding affinity (normalized) is 0.152. (3) The peptide sequence is IGFSTPEEK. The MHC is Mamu-B3901 with pseudo-sequence Mamu-B3901. The binding affinity (normalized) is 0.460. (4) The peptide sequence is HISCLTFGR. The MHC is HLA-A31:01 with pseudo-sequence HLA-A31:01. The binding affinity (normalized) is 0.663. (5) The peptide sequence is QCFSVVLRY. The MHC is HLA-A80:01 with pseudo-sequence HLA-A80:01. The binding affinity (normalized) is 0.778. (6) The peptide sequence is CTLEGVWAPF. The MHC is HLA-A29:02 with pseudo-sequence HLA-A29:02. The binding affinity (normalized) is 0.366.